Regression. Given a peptide amino acid sequence and an MHC pseudo amino acid sequence, predict their binding affinity value. This is MHC class II binding data. From a dataset of Peptide-MHC class II binding affinity with 134,281 pairs from IEDB. (1) The peptide sequence is EPIAAYHFDLSGKAF. The MHC is HLA-DQA10104-DQB10503 with pseudo-sequence HLA-DQA10104-DQB10503. The binding affinity (normalized) is 0.596. (2) The peptide sequence is AFKVAAFAANAAPAN. The MHC is DRB1_1001 with pseudo-sequence DRB1_1001. The binding affinity (normalized) is 0.795. (3) The peptide sequence is VAPIEHIASMRRNYF. The MHC is DRB1_1302 with pseudo-sequence DRB1_1302. The binding affinity (normalized) is 0.501.